This data is from Catalyst prediction with 721,799 reactions and 888 catalyst types from USPTO. The task is: Predict which catalyst facilitates the given reaction. (1) Product: [O:11]([C:9]1[CH:8]=[CH:7][N:6]=[C:5]([N:4]2[CH2:21][CH2:20][NH:1][C:2](=[O:14])[CH2:3]2)[CH:10]=1)[CH3:12]. Reactant: [NH2:1][CH2:2][CH2:3][NH:4][C:5]1[CH:10]=[C:9]([O:11][CH3:12])[CH:8]=[CH:7][N:6]=1.C([O-])([O-])=[O:14].[K+].[K+].Cl[CH2:20][C:21](Cl)=O. The catalyst class is: 10. (2) Reactant: [O:1]([C:9]1[CH:14]=[CH:13][C:12]([C:15]([C:20]2[CH:25]=[CH:24][C:23]([C:26]#[C:27][CH:28]([OH:33])[C:29]([CH3:32])([CH3:31])[CH3:30])=[C:22]([CH3:34])[CH:21]=2)([CH2:18][CH3:19])[CH2:16][CH3:17])=[CH:11][C:10]=1[CH3:35])[Si:2]([C:5]([CH3:8])([CH3:7])[CH3:6])([CH3:4])[CH3:3].[H][H]. Product: [O:1]([C:9]1[CH:14]=[CH:13][C:12]([C:15]([C:20]2[CH:25]=[CH:24][C:23](/[CH:26]=[CH:27]\[CH:28]([OH:33])[C:29]([CH3:32])([CH3:31])[CH3:30])=[C:22]([CH3:34])[CH:21]=2)([CH2:16][CH3:17])[CH2:18][CH3:19])=[CH:11][C:10]=1[CH3:35])[Si:2]([C:5]([CH3:6])([CH3:7])[CH3:8])([CH3:3])[CH3:4]. The catalyst class is: 43. (3) Reactant: [F:1][C:2]1[CH:23]=[CH:22][CH:21]=[C:20]([O:24][CH3:25])[C:3]=1[CH2:4][N:5]1[CH2:10][CH2:9][CH2:8][CH:7]([NH:11]C(=O)OC(C)(C)C)[C:6]1=[O:19].ClCCl.FC(F)(F)C(O)=O. Product: [NH2:11][CH:7]1[CH2:8][CH2:9][CH2:10][N:5]([CH2:4][C:3]2[C:20]([O:24][CH3:25])=[CH:21][CH:22]=[CH:23][C:2]=2[F:1])[C:6]1=[O:19]. The catalyst class is: 11. (4) Reactant: [Li]CCCC.[S:6]1[C:10]2[CH:11]=[CH:12][CH:13]=[CH:14][C:9]=2[CH:8]=[CH:7]1.C(OC([N:22]1[CH2:27][CH2:26][C:25]2([CH2:32][CH2:31][C:30](=O)[CH2:29][CH2:28]2)[CH2:24][CH2:23]1)=O)(C)(C)C. Product: [S:6]1[C:7]([C:30]2[CH2:31][CH2:32][C:25]3([CH2:26][CH2:27][NH:22][CH2:23][CH2:24]3)[CH2:28][CH:29]=2)=[CH:8][C:9]2[CH:14]=[CH:13][CH:12]=[CH:11][C:10]1=2. The catalyst class is: 27. (5) Reactant: [F:1][C:2]([F:16])([F:15])[CH2:3][O:4][CH2:5][C:6]1[CH:7]=[C:8]([CH:12]=[CH:13][N:14]=1)[C:9]([OH:11])=O.CN(C(ON1N=NC2C=CC=NC1=2)=[N+](C)C)C.F[P-](F)(F)(F)(F)F.C(N(C(C)C)C(C)C)C.[O:50]1[CH2:55][CH2:54][O:53][CH2:52][CH:51]1[C:56]1[C:64]2[S:63][C:62]([NH2:65])=[N:61][C:60]=2[C:59]([O:66][CH3:67])=[CH:58][CH:57]=1. Product: [O:50]1[CH2:55][CH2:54][O:53][CH2:52][CH:51]1[C:56]1[C:64]2[S:63][C:62]([NH:65][C:9](=[O:11])[C:8]3[CH:12]=[CH:13][N:14]=[C:6]([CH2:5][O:4][CH2:3][C:2]([F:1])([F:16])[F:15])[CH:7]=3)=[N:61][C:60]=2[C:59]([O:66][CH3:67])=[CH:58][CH:57]=1. The catalyst class is: 396. (6) Reactant: [Cl:1][C:2]1[CH:3]=[C:4]2[C:9](=[CH:10][C:11]=1[Cl:12])[C:8](=[O:13])[N:7]([CH2:14][C:15]([CH3:18])([CH3:17])[CH3:16])[C:6]([C:19]([O:21][C:22]([CH3:25])([CH3:24])[CH3:23])=[O:20])=[C:5]2[OH:26].Cl.Cl[CH2:29][CH2:30][N:31]1[CH2:35][CH2:34][CH2:33][CH2:32]1.C(=O)([O-])[O-].[K+].[K+].O. Product: [Cl:1][C:2]1[CH:3]=[C:4]2[C:9](=[CH:10][C:11]=1[Cl:12])[C:8](=[O:13])[N:7]([CH2:14][C:15]([CH3:18])([CH3:16])[CH3:17])[C:6]([C:19]([O:21][C:22]([CH3:25])([CH3:24])[CH3:23])=[O:20])=[C:5]2[O:26][CH2:29][CH2:30][N:31]1[CH2:35][CH2:34][CH2:33][CH2:32]1. The catalyst class is: 3. (7) Reactant: Br[C:2]([CH3:13])([C:8]([O:10][CH2:11][CH3:12])=[O:9])[C:3]([O:5][CH2:6][CH3:7])=[O:4].[C:14](#[N:18])[CH2:15][C:16]#[N:17].CC(C)([O-])C.[K+].[Cl-].[NH4+]. Product: [C:16]([CH:15]([C:2]([CH3:13])([C:8]([O:10][CH2:11][CH3:12])=[O:9])[C:3]([O:5][CH2:6][CH3:7])=[O:4])[C:14]#[N:18])#[N:17]. The catalyst class is: 56.